From a dataset of Forward reaction prediction with 1.9M reactions from USPTO patents (1976-2016). Predict the product of the given reaction. (1) The product is: [CH3:15][O:13][C:12](=[O:14])[CH2:11][C:5]1[C:4]2[C:8](=[CH:9][CH:10]=[C:2]([Br:1])[CH:3]=2)[NH:7][CH:6]=1. Given the reactants [Br:1][C:2]1[CH:3]=[C:4]2[C:8](=[CH:9][CH:10]=1)[NH:7][CH:6]=[C:5]2[CH2:11][C:12]([OH:14])=[O:13].[CH3:15][Si](C=[N+]=[N-])(C)C, predict the reaction product. (2) Given the reactants [Cl:1][C:2]1[N:7]=[N:6][C:5]([C:8](N(OC)C)=[O:9])=[CH:4][CH:3]=1.[CH3:14][Mg+].[Br-], predict the reaction product. The product is: [Cl:1][C:2]1[N:7]=[N:6][C:5]([C:8](=[O:9])[CH3:14])=[CH:4][CH:3]=1. (3) Given the reactants [CH3:1][O:2][C:3]1[CH:4]=[C:5]([CH2:20][C:21]([N:23]2[CH2:27][CH2:26][CH2:25][CH:24]2[CH2:28][NH:29][C@@H:30]2[CH2:35][CH2:34][C@H:33]([C:36]([O:38][CH3:39])=[O:37])[CH2:32][CH2:31]2)=[O:22])[CH:6]=[CH:7][C:8]=1[NH:9][C:10]([NH:12][C:13]1[CH:18]=[CH:17][CH:16]=[CH:15][C:14]=1[CH3:19])=[O:11].C=O.[CH3:42]C(O)=O.[BH3-]C#N.[Na+], predict the reaction product. The product is: [CH3:1][O:2][C:3]1[CH:4]=[C:5]([CH2:20][C:21]([N:23]2[CH2:27][CH2:26][CH2:25][CH:24]2[CH2:28][N:29]([CH:30]2[CH2:35][CH2:34][CH:33]([C:36]([O:38][CH3:39])=[O:37])[CH2:32][CH2:31]2)[CH3:42])=[O:22])[CH:6]=[CH:7][C:8]=1[NH:9][C:10]([NH:12][C:13]1[CH:18]=[CH:17][CH:16]=[CH:15][C:14]=1[CH3:19])=[O:11]. (4) The product is: [C:34]([O:38][C:39](=[O:47])[NH:40][CH:41]1[CH2:46][CH2:45][CH2:44][N:43]([C:19]2[S:20][C:16](=[CH:15][C:11]3[CH:10]=[C:9]4[C:14](=[CH:13][CH:12]=3)[N:6]([CH2:5][C:4]3[CH:24]=[CH:25][C:26]([C:28]([F:30])([F:31])[F:29])=[CH:27][C:3]=3[C:2]([F:1])([F:33])[F:32])[N:7]=[CH:8]4)[C:17](=[O:23])[N:18]=2)[CH2:42]1)([CH3:37])([CH3:35])[CH3:36].[NH2:40][C@H:41]1[CH2:46][CH2:45][CH2:44][N:43]([C:19]2[S:20][C:16](=[CH:15][C:11]3[CH:10]=[C:9]4[C:14](=[CH:13][CH:12]=3)[N:6]([CH2:5][C:4]3[CH:24]=[CH:25][C:26]([C:28]([F:29])([F:31])[F:30])=[CH:27][C:3]=3[C:2]([F:33])([F:32])[F:1])[N:7]=[CH:8]4)[C:17](=[O:23])[N:18]=2)[CH2:42]1. Given the reactants [F:1][C:2]([F:33])([F:32])[C:3]1[CH:27]=[C:26]([C:28]([F:31])([F:30])[F:29])[CH:25]=[CH:24][C:4]=1[CH2:5][N:6]1[C:14]2[C:9](=[CH:10][C:11]([CH:15]=[C:16]3[S:20][C:19](SC)=[N:18][C:17]3=[O:23])=[CH:12][CH:13]=2)[CH:8]=[N:7]1.[C:34]([O:38][C:39](=[O:47])[NH:40][C@H:41]1[CH2:46][CH2:45][CH2:44][NH:43][CH2:42]1)([CH3:37])([CH3:36])[CH3:35], predict the reaction product.